Dataset: Reaction yield outcomes from USPTO patents with 853,638 reactions. Task: Predict the reaction yield, written as a fraction of the theoretical maximum amount of product (1.0 means a 100% yield; for example, 0.34 means a 34% yield). (1) The reactants are Br[C:2]1[CH:24]=[C:23]([F:25])[C:22]([F:26])=[CH:21][C:3]=1[O:4][CH2:5][C:6]([N:8]([CH:18]([CH3:20])[CH3:19])[NH:9][C:10](=[O:17])[C:11]1[CH:16]=[CH:15][CH:14]=[CH:13][CH:12]=1)=[O:7].C([O-])([O-])=O.[Na+].[Na+].[F:33][C:34]([F:46])([F:45])[O:35][C:36]1[CH:41]=[CH:40][CH:39]=[CH:38][C:37]=1B(O)O. The product is [F:26][C:22]1[C:23]([F:25])=[CH:24][C:2]([C:37]2[CH:38]=[CH:39][CH:40]=[CH:41][C:36]=2[O:35][C:34]([F:33])([F:46])[F:45])=[C:3]([O:4][CH2:5][C:6]([N:8]([CH:18]([CH3:20])[CH3:19])[NH:9][C:10](=[O:17])[C:11]2[CH:16]=[CH:15][CH:14]=[CH:13][CH:12]=2)=[O:7])[CH:21]=1. The catalyst is COCCOC. The yield is 0.680. (2) The reactants are [C:1]1([C:7]2[N:12]=[CH:11][C:10]([C:13]#[N:14])=[CH:9][N:8]=2)[CH:6]=[CH:5][CH:4]=[CH:3][CH:2]=1.[C:15]([NH:23][NH2:24])(=O)[C:16]1[CH:21]=[CH:20][CH:19]=[CH:18][CH:17]=1. The catalyst is CC1C=CC=CC=1C.ClCCl.CO. The product is [C:1]1([C:7]2[N:12]=[CH:11][C:10]([C:13]3[NH:14][C:15]([C:16]4[CH:21]=[CH:20][CH:19]=[CH:18][CH:17]=4)=[N:23][N:24]=3)=[CH:9][N:8]=2)[CH:2]=[CH:3][CH:4]=[CH:5][CH:6]=1. The yield is 0.0600. (3) The catalyst is C(OCC)(=O)C. The product is [N:22]([CH2:2][C:3]1[C:12](=[O:13])[C:11]2[C:6](=[CH:7][C:8]([Cl:14])=[CH:9][CH:10]=2)[N:5]([C:15]2[CH:20]=[CH:19][CH:18]=[CH:17][C:16]=2[Cl:21])[CH:4]=1)=[N+:23]=[N-:24]. The yield is 0.580. The reactants are Br[CH2:2][C:3]1[C:12](=[O:13])[C:11]2[C:6](=[CH:7][C:8]([Cl:14])=[CH:9][CH:10]=2)[N:5]([C:15]2[CH:20]=[CH:19][CH:18]=[CH:17][C:16]=2[Cl:21])[CH:4]=1.[N-:22]=[N+:23]=[N-:24].[Na+].CN(C=O)C. (4) The reactants are C(O)CO.C(=O)=O.[C:8]([O:11][CH2:12][CH2:13][C@H:14]1[CH2:19][CH2:18][C@H:17]([CH:20]([NH:24][C:25]([O:27][C:28]([CH3:31])([CH3:30])[CH3:29])=[O:26])[CH2:21][CH:22]=[O:23])[CH2:16][CH2:15]1)(=[O:10])[CH3:9].[BH4-].[Na+]. The catalyst is C(O)C. The product is [C:8]([O:11][CH2:12][CH2:13][C@H:14]1[CH2:19][CH2:18][C@H:17]([CH:20]([NH:24][C:25]([O:27][C:28]([CH3:31])([CH3:30])[CH3:29])=[O:26])[CH2:21][CH2:22][OH:23])[CH2:16][CH2:15]1)(=[O:10])[CH3:9]. The yield is 0.530. (5) The reactants are [NH2:1][C:2]1[C:10]2[C:5](=[N:6][CH:7]=[C:8]([Br:25])[C:9]=2[N:11]2[CH2:16][CH2:15][CH2:14][C@@H:13]([NH:17][C:18](=[O:24])[O:19][C:20]([CH3:23])([CH3:22])[CH3:21])[CH2:12]2)[NH:4][CH:3]=1.C[N:27]1[C:31](=[O:32])C[CH2:29][CH2:28]1.N1C=CC=CC=1.N(CC)=C=O. The catalyst is O.C(#N)C. The product is [Br:25][C:8]1[C:9]([N:11]2[CH2:16][CH2:15][CH2:14][C@@H:13]([NH:17][C:18](=[O:24])[O:19][C:20]([CH3:21])([CH3:22])[CH3:23])[CH2:12]2)=[C:10]2[C:2]([NH:1][C:31]([NH:27][CH2:28][CH3:29])=[O:32])=[CH:3][NH:4][C:5]2=[N:6][CH:7]=1. The yield is 0.740.